This data is from Full USPTO retrosynthesis dataset with 1.9M reactions from patents (1976-2016). The task is: Predict the reactants needed to synthesize the given product. (1) Given the product [OH:6][C:7]1[CH:12]=[CH:11][C:10]([OH:13])=[CH:9][C:8]=1[C:15](=[O:25])[CH2:16][C:17]1[CH:22]=[CH:21][CH:20]=[C:19]([OH:23])[CH:18]=1, predict the reactants needed to synthesize it. The reactants are: B(Br)(Br)Br.C[O:6][C:7]1[CH:12]=[CH:11][C:10]([O:13]C)=[CH:9][C:8]=1[C:15](=[O:25])[CH2:16][C:17]1[CH:22]=[CH:21][CH:20]=[C:19]([O:23]C)[CH:18]=1. (2) Given the product [OH:12][C:5]1([CH2:16][N+:13]([O-:15])=[O:14])[C:4]2[C:8](=[CH:9][CH:10]=[C:2]([CH3:1])[CH:3]=2)[NH:7][C:6]1=[O:11], predict the reactants needed to synthesize it. The reactants are: [CH3:1][C:2]1[CH:3]=[C:4]2[C:8](=[CH:9][CH:10]=1)[NH:7][C:6](=[O:11])[C:5]2=[O:12].[N+:13]([CH3:16])([O-:15])=[O:14]. (3) Given the product [Cl:38][C:33]1[CH:34]=[CH:35][CH:36]=[CH:37][C:32]=1[N:29]1[C:25]2=[N:26][CH:27]=[N:28][C:23]([O:3][C@@H:4]([CH2:15][O:16][C@H:17]([CH3:21])[CH2:18][O:19][CH3:20])[C:5]([NH:7][C:8]3[CH:13]=[N:12][C:11]([CH3:14])=[CH:10][N:9]=3)=[O:6])=[C:24]2[CH:31]=[N:30]1, predict the reactants needed to synthesize it. The reactants are: [H-].[Na+].[OH:3][C@@H:4]([CH2:15][O:16][C@H:17]([CH3:21])[CH2:18][O:19][CH3:20])[C:5]([NH:7][C:8]1[CH:13]=[N:12][C:11]([CH3:14])=[CH:10][N:9]=1)=[O:6].Cl[C:23]1[N:28]=[CH:27][N:26]=[C:25]2[N:29]([C:32]3[CH:37]=[CH:36][CH:35]=[CH:34][C:33]=3[Cl:38])[N:30]=[CH:31][C:24]=12.